This data is from Forward reaction prediction with 1.9M reactions from USPTO patents (1976-2016). The task is: Predict the product of the given reaction. (1) Given the reactants [F:1][C:2]([F:22])([C:18]([F:21])([F:20])[F:19])[C:3]([F:17])([F:16])[C:4]([F:15])([F:14])[CH2:5][CH2:6][CH2:7][CH2:8][CH2:9][CH2:10][CH2:11][CH2:12]O.[BrH:23].S(=O)(=O)(O)O, predict the reaction product. The product is: [Br:23][CH2:12][CH2:11][CH2:10][CH2:9][CH2:8][CH2:7][CH2:6][CH2:5][C:4]([F:15])([F:14])[C:3]([F:17])([F:16])[C:2]([F:22])([F:1])[C:18]([F:21])([F:20])[F:19]. (2) Given the reactants [F:1][C:2]([F:7])([F:6])[CH:3]([OH:5])[CH3:4].[H-].[Na+].Cl[C:11]1[CH:20]=[CH:19][C:18]2[C:13](=[C:14]([C:21]3[NH:29][C:28]4[CH2:27][CH2:26][NH:25][C:24](=[O:30])[C:23]=4[CH:22]=3)[CH:15]=[CH:16][CH:17]=2)[N:12]=1.CO, predict the reaction product. The product is: [F:1][C:2]([F:7])([F:6])[CH:3]([O:5][C:11]1[CH:20]=[CH:19][C:18]2[C:13](=[C:14]([C:21]3[NH:29][C:28]4[CH2:27][CH2:26][NH:25][C:24](=[O:30])[C:23]=4[CH:22]=3)[CH:15]=[CH:16][CH:17]=2)[N:12]=1)[CH3:4]. (3) Given the reactants [CH3:1][C:2]([C:8]1[CH:13]=[CH:12][CH:11]=[C:10]([O:14][C:15]2[CH:20]=[CH:19][CH:18]=[CH:17][CH:16]=2)[CH:9]=1)([CH3:7])[C:3]([O:5]C)=[O:4].C[Si](C)(C)[O-].[K+].Cl, predict the reaction product. The product is: [CH3:7][C:2]([C:8]1[CH:13]=[CH:12][CH:11]=[C:10]([O:14][C:15]2[CH:20]=[CH:19][CH:18]=[CH:17][CH:16]=2)[CH:9]=1)([CH3:1])[C:3]([OH:5])=[O:4]. (4) Given the reactants [C:1]([OH:5])(=[O:4])[CH2:2][SH:3].[OH-].[Na+].C1(C)C=CC=CC=1.[Cl:15][CH2:16][CH2:17][N:18]([CH2:42][CH2:43][Cl:44])[P:19]([N:35]([CH2:39][CH2:40][Cl:41])[CH2:36][CH2:37][Cl:38])(=[O:34])[O:20][CH2:21][CH2:22]OS(C1C=CC(Br)=CC=1)(=O)=O, predict the reaction product. The product is: [Cl:44][CH2:43][CH2:42][N:18]([CH2:17][CH2:16][Cl:15])[P:19]([N:35]([CH2:39][CH2:40][Cl:41])[CH2:36][CH2:37][Cl:38])(=[O:34])[O:20][CH2:21][CH2:22][S:3][CH2:2][C:1]([OH:5])=[O:4]. (5) Given the reactants [OH:1][C:2]1[C:11](=[O:12])[N:10]2[C:5]([C:6]([CH3:14])([CH3:13])[O:7][CH2:8][CH2:9]2)=[N:4][C:3]=1[C:15]([O:17][CH2:18][CH3:19])=[O:16].[CH2:20](Br)[C:21]1[CH:26]=[CH:25][CH:24]=[CH:23][CH:22]=1.C([O-])([O-])=O.[K+].[K+], predict the reaction product. The product is: [CH2:20]([O:1][C:2]1[C:11](=[O:12])[N:10]2[C:5]([C:6]([CH3:13])([CH3:14])[O:7][CH2:8][CH2:9]2)=[N:4][C:3]=1[C:15]([O:17][CH2:18][CH3:19])=[O:16])[C:21]1[CH:26]=[CH:25][CH:24]=[CH:23][CH:22]=1. (6) Given the reactants [Cl:1][C:2]1[CH:7]=[CH:6][CH:5]=[C:4]([Cl:8])[C:3]=1[N:9]1[C:17](=[O:18])[C:16]2[C@@H:15]3[C:19]([CH3:21])([CH3:20])[C@@:12]([CH3:22])([CH2:13][CH2:14]3)[C:11]=2[NH:10]1.I[CH3:24].O, predict the reaction product. The product is: [Cl:1][C:2]1[CH:7]=[CH:6][CH:5]=[C:4]([Cl:8])[C:3]=1[N:9]1[C:17](=[O:18])[C:16]2[C@@H:15]3[C:19]([CH3:21])([CH3:20])[C@@:12]([CH3:22])([CH2:13][CH2:14]3)[C:11]=2[N:10]1[CH3:24]. (7) Given the reactants [C:1]1([S:7][C:8]2[CH:13]=[CH:12][C:11]([N:14]3[NH:23][C:22](=O)[C:21]4[C:16](=[CH:17][CH:18]=[CH:19][CH:20]=4)[C:15]3=[O:25])=[CH:10][CH:9]=2)[CH:6]=[CH:5][CH:4]=[CH:3][CH:2]=1.P(Br)(Br)([Br:28])=O, predict the reaction product. The product is: [Br:28][C:22]1[C:21]2[C:16](=[CH:17][CH:18]=[CH:19][CH:20]=2)[C:15](=[O:25])[N:14]([C:11]2[CH:12]=[CH:13][C:8]([S:7][C:1]3[CH:6]=[CH:5][CH:4]=[CH:3][CH:2]=3)=[CH:9][CH:10]=2)[N:23]=1.